Dataset: Full USPTO retrosynthesis dataset with 1.9M reactions from patents (1976-2016). Task: Predict the reactants needed to synthesize the given product. The reactants are: [F:1][C:2]([F:9])([F:8])/[CH:3]=[CH:4]/[C:5](O)=[O:6].C(Cl)(=O)C(Cl)=O.FC(F)(F)S(O)(=O)=O.[NH2:24][CH2:25][CH2:26][NH:27][C:28]1[N:33]=[C:32]([S:34][CH3:35])[N:31]=[C:30]([NH2:36])[CH:29]=1.C(N(C(C)C)CC)(C)C. Given the product [NH2:36][C:30]1[N:31]=[C:32]([S:34][CH3:35])[N:33]=[C:28]([NH:27][CH2:26][CH2:25][NH:24][C:5](=[O:6])/[CH:4]=[CH:3]/[C:2]([F:9])([F:8])[F:1])[CH:29]=1, predict the reactants needed to synthesize it.